This data is from Forward reaction prediction with 1.9M reactions from USPTO patents (1976-2016). The task is: Predict the product of the given reaction. (1) Given the reactants Cl[C:2]1[CH:11]=[C:10]([Cl:12])[C:9]2[C:4](=[C:5]([CH3:15])[C:6]([O:13][CH3:14])=[CH:7][CH:8]=2)[N:3]=1.[CH3:16][CH:17]([CH3:34])[CH2:18][CH2:19][N:20]1[CH:24]=[C:23](B2OC(C)(C)C(C)(C)O2)[CH:22]=[N:21]1.ClC1C2C(=C(C)C(OC)=CC=2)N=C(C2C=NN(CC)C=2)C=1, predict the reaction product. The product is: [Cl:12][C:10]1[C:9]2[C:4](=[C:5]([CH3:15])[C:6]([O:13][CH3:14])=[CH:7][CH:8]=2)[N:3]=[C:2]([C:23]2[CH:22]=[N:21][N:20]([CH2:19][CH2:18][CH:17]([CH3:34])[CH3:16])[CH:24]=2)[CH:11]=1. (2) Given the reactants [Li+].CC([N-]C(C)C)C.[CH:9]1([N:12]2[C:16]([C:17]([F:20])([F:19])[F:18])=[CH:15][C:14]([C:21]([O:23][CH2:24][CH3:25])=[O:22])=[N:13]2)[CH2:11][CH2:10]1.[Cl:26][C:27]1[CH:34]=[CH:33][C:30]([CH:31]=[O:32])=[CH:29][CH:28]=1, predict the reaction product. The product is: [Cl:26][C:27]1[CH:34]=[CH:33][C:30]([CH:31]([OH:32])[C:15]2[C:14]([C:21]([O:23][CH2:24][CH3:25])=[O:22])=[N:13][N:12]([CH:9]3[CH2:10][CH2:11]3)[C:16]=2[C:17]([F:18])([F:19])[F:20])=[CH:29][CH:28]=1. (3) Given the reactants [Br:1][C:2]1[CH:10]=[C:9]([N+:11]([O-:13])=[O:12])[CH:8]=[CH:7][C:3]=1[C:4]([OH:6])=[O:5].[C:14]([O-])([O-])=O.[K+].[K+].CI.O, predict the reaction product. The product is: [Br:1][C:2]1[CH:10]=[C:9]([N+:11]([O-:13])=[O:12])[CH:8]=[CH:7][C:3]=1[C:4]([O:6][CH3:14])=[O:5]. (4) Given the reactants Br[C:2]1[CH:7]=[CH:6][C:5]([NH:8][C:9]2[O:10][C:11]3[C:17]([CH3:18])=[CH:16][C:15]([CH3:19])=[CH:14][C:12]=3[N:13]=2)=[C:4]([F:20])[CH:3]=1.[CH3:21][C:22]1([CH3:38])[C:26]([CH3:28])([CH3:27])[O:25][B:24]([B:24]2[O:25][C:26]([CH3:28])([CH3:27])[C:22]([CH3:38])([CH3:21])[O:23]2)[O:23]1.C([O-])(=O)C.[K+].C(Cl)Cl, predict the reaction product. The product is: [F:20][C:4]1[CH:3]=[C:2]([B:24]2[O:25][C:26]([CH3:28])([CH3:27])[C:22]([CH3:38])([CH3:21])[O:23]2)[CH:7]=[CH:6][C:5]=1[NH:8][C:9]1[O:10][C:11]2[C:17]([CH3:18])=[CH:16][C:15]([CH3:19])=[CH:14][C:12]=2[N:13]=1. (5) Given the reactants [OH-].[Na+].[CH2:3]([O:5][C:6]1[CH:7]=[C:8]([CH:13]=[CH:14][C:15]=1[C:16]1[CH:17]=[N:18][N:19]([CH3:21])[CH:20]=1)[C:9]([O:11]C)=[O:10])[CH3:4].O.Cl, predict the reaction product. The product is: [CH2:3]([O:5][C:6]1[CH:7]=[C:8]([CH:13]=[CH:14][C:15]=1[C:16]1[CH:17]=[N:18][N:19]([CH3:21])[CH:20]=1)[C:9]([OH:11])=[O:10])[CH3:4]. (6) Given the reactants Br[C:2]1[CH:7]=[CH:6][C:5]([C:8]([N:10]2[CH2:15][CH2:14][N:13]([C:16]3[CH:21]=[CH:20][C:19]([CH3:22])=[CH:18][C:17]=3[CH3:23])[CH2:12][CH2:11]2)=[O:9])=[C:4]([S:24]([CH3:27])(=[O:26])=[O:25])[CH:3]=1.[CH3:28][CH:29]1[NH:33][C:32](=[O:34])[CH2:31][CH2:30]1, predict the reaction product. The product is: [CH3:23][C:17]1[CH:18]=[C:19]([CH3:22])[CH:20]=[CH:21][C:16]=1[N:13]1[CH2:14][CH2:15][N:10]([C:8]([C:5]2[CH:6]=[CH:7][C:2]([N:33]3[CH:29]([CH3:28])[CH2:30][CH2:31][C:32]3=[O:34])=[CH:3][C:4]=2[S:24]([CH3:27])(=[O:26])=[O:25])=[O:9])[CH2:11][CH2:12]1. (7) Given the reactants [NH2:1][C:2]1[CH:7]=[N:6][C:5]([C:8]2[CH:13]=[CH:12][C:11]([C:14]3[C:15]([C:20](O)=[O:21])=[CH:16][CH:17]=[CH:18][CH:19]=3)=[CH:10][C:9]=2[F:23])=[CH:4][N:3]=1.[NH:24]1[CH2:29][CH2:28][CH:27]([NH2:30])[CH2:26][CH2:25]1, predict the reaction product. The product is: [NH2:30][CH:27]1[CH2:28][CH2:29][N:24]([C:20]([C:15]2[CH:16]=[CH:17][CH:18]=[CH:19][C:14]=2[C:11]2[CH:12]=[CH:13][C:8]([C:5]3[N:6]=[CH:7][C:2]([NH2:1])=[N:3][CH:4]=3)=[C:9]([F:23])[CH:10]=2)=[O:21])[CH2:25][CH2:26]1.